From a dataset of Peptide-MHC class I binding affinity with 185,985 pairs from IEDB/IMGT. Regression. Given a peptide amino acid sequence and an MHC pseudo amino acid sequence, predict their binding affinity value. This is MHC class I binding data. The peptide sequence is RVMAPRALL. The MHC is HLA-A02:01 with pseudo-sequence HLA-A02:01. The binding affinity (normalized) is 0.108.